From a dataset of Full USPTO retrosynthesis dataset with 1.9M reactions from patents (1976-2016). Predict the reactants needed to synthesize the given product. Given the product [CH:1]1([C:7]([CH3:12])([CH3:11])[C:8]([NH:20][CH2:21][C:22](=[O:23])[C:24]2[CH:28]=[CH:27][S:26][CH:25]=2)=[O:10])[CH2:2][CH2:3][CH2:4][CH2:5][CH2:6]1, predict the reactants needed to synthesize it. The reactants are: [CH:1]1([C:7]([CH3:12])([CH3:11])[C:8]([OH:10])=O)[CH2:6][CH2:5][CH2:4][CH2:3][CH2:2]1.C(Cl)(=O)C(Cl)=O.Cl.[NH2:20][CH2:21][C:22]([C:24]1[CH:28]=[CH:27][S:26][CH:25]=1)=[O:23].C(N(CC)CC)C.